From a dataset of Reaction yield outcomes from USPTO patents with 853,638 reactions. Predict the reaction yield, written as a fraction of the theoretical maximum amount of product (1.0 means a 100% yield; for example, 0.34 means a 34% yield). The reactants are C([O-])([O-])=O.[K+].[K+].[CH2:7]([O:9][C:10](=[O:23])[C:11]1[CH:16]=[C:15](I)[C:14]([O:18][CH2:19][CH2:20][OH:21])=[C:13]([Br:22])[CH:12]=1)[CH3:8].[F:24][C:25]([F:36])([F:35])[C:26]1[CH:27]=[C:28](B(O)O)[CH:29]=[CH:30][CH:31]=1.C(Cl)Cl.Cl. The catalyst is C1C=CC(P(C2C=CC=CC=2)[C-]2C=CC=C2)=CC=1.C1C=CC(P(C2C=CC=CC=2)[C-]2C=CC=C2)=CC=1.Cl[Pd]Cl.[Fe+2].O1CCOCC1. The product is [CH2:7]([O:9][C:10](=[O:23])[C:11]1[CH:16]=[C:15]([C:30]2[CH:29]=[CH:28][CH:27]=[C:26]([C:25]([F:36])([F:35])[F:24])[CH:31]=2)[C:14]([O:18][CH2:19][CH2:20][OH:21])=[C:13]([C:30]2[CH:29]=[CH:28][CH:27]=[C:26]([C:25]([F:36])([F:35])[F:24])[CH:31]=2)[CH:12]=1)[CH3:8].[CH2:7]([O:9][C:10](=[O:23])[C:11]1[CH:16]=[C:15]([C:30]2[CH:29]=[CH:28][CH:27]=[C:26]([C:25]([F:36])([F:35])[F:24])[CH:31]=2)[C:14]([O:18][CH2:19][CH2:20][OH:21])=[C:13]([Br:22])[CH:12]=1)[CH3:8]. The yield is 0.360.